Predict the reactants needed to synthesize the given product. From a dataset of Full USPTO retrosynthesis dataset with 1.9M reactions from patents (1976-2016). Given the product [CH3:25][C:23]1[CH:22]=[CH:21][N:20]=[C:19]([O:1][C:2]2[CH:3]=[C:4]3[C:8](=[CH:9][CH:10]=2)[CH2:7][C@H:6]([NH:11][S:12]([CH:15]([CH3:17])[CH3:16])(=[O:14])=[O:13])[CH2:5]3)[CH:24]=1, predict the reactants needed to synthesize it. The reactants are: [OH:1][C:2]1[CH:3]=[C:4]2[C:8](=[CH:9][CH:10]=1)[CH2:7][C@H:6]([NH:11][S:12]([CH:15]([CH3:17])[CH3:16])(=[O:14])=[O:13])[CH2:5]2.Br[C:19]1[CH:24]=[C:23]([CH3:25])[CH:22]=[CH:21][N:20]=1.C([O-])([O-])=O.[Cs+].[Cs+].CN(C)CC(O)=O.